Dataset: Forward reaction prediction with 1.9M reactions from USPTO patents (1976-2016). Task: Predict the product of the given reaction. (1) Given the reactants Br[C:2]1[CH:7]=[CH:6][C:5]([C:8]#[C:9][Si:10]([CH3:13])([CH3:12])[CH3:11])=[CH:4][CH:3]=1.[CH2:14]([OH:18])[CH2:15][C:16]#[CH:17], predict the reaction product. The product is: [CH3:11][Si:10]([C:9]#[C:8][C:5]1[CH:6]=[CH:7][C:2]([C:17]#[C:16][CH2:15][CH2:14][OH:18])=[CH:3][CH:4]=1)([CH3:13])[CH3:12]. (2) Given the reactants [Cl:1][C:2]1[C:3]([CH3:12])=[CH:4][C:5]([N+:9]([O-:11])=[O:10])=[C:6]([CH:8]=1)[NH2:7].O[CH2:14][CH:15]([CH2:17]O)O.[Na+].[N+](C1C=C(S([O-])(=O)=O)C=CC=1)([O-])=O.OS(O)(=O)=O.O, predict the reaction product. The product is: [Cl:1][C:2]1[C:3]([CH3:12])=[CH:4][C:5]([N+:9]([O-:11])=[O:10])=[C:6]2[C:8]=1[CH:14]=[CH:15][CH:17]=[N:7]2. (3) The product is: [Cl:1][C:2]1[CH:22]=[C:21]([Cl:23])[CH:20]=[CH:19][C:3]=1[CH2:4][N:5]1[C:9]([CH2:10][CH2:11][C:12]([NH:35][S:32]([C:29]2[CH:28]=[CH:27][C:26]([C:25]([F:24])([F:37])[F:36])=[CH:31][CH:30]=2)(=[O:33])=[O:34])=[O:14])=[CH:8][C:7]([O:15][CH:16]([CH3:18])[CH3:17])=[N:6]1. Given the reactants [Cl:1][C:2]1[CH:22]=[C:21]([Cl:23])[CH:20]=[CH:19][C:3]=1[CH2:4][N:5]1[C:9]([CH2:10][CH2:11][C:12]([OH:14])=O)=[CH:8][C:7]([O:15][CH:16]([CH3:18])[CH3:17])=[N:6]1.[F:24][C:25]([F:37])([F:36])[C:26]1[CH:31]=[CH:30][C:29]([S:32]([NH2:35])(=[O:34])=[O:33])=[CH:28][CH:27]=1.N12CCCN=C1CCCCC2, predict the reaction product. (4) Given the reactants [CH2:1]([C@@H:8]([C:31](=[O:46])[N:32]([CH3:45])[C@@H:33]([CH:42]([CH3:44])[CH3:43])/[CH:34]=[C:35](\[CH3:41])/[C:36]([O:38]CC)=[O:37])[NH:9][C:10](=[O:30])[C@H:11]([C:21]([CH3:29])([C:23]1[CH:28]=[CH:27][CH:26]=[CH:25][CH:24]=1)[CH3:22])[N:12]([CH3:20])[C:13](=[O:19])[O:14][C:15]([CH3:18])([CH3:17])[CH3:16])[C:2]1[CH:7]=[CH:6][CH:5]=[CH:4][CH:3]=1.[OH-].[Li+], predict the reaction product. The product is: [CH2:1]([C@@H:8]([C:31](=[O:46])[N:32]([CH3:45])[C@@H:33]([CH:42]([CH3:43])[CH3:44])/[CH:34]=[C:35](\[CH3:41])/[C:36]([OH:38])=[O:37])[NH:9][C:10](=[O:30])[C@H:11]([C:21]([CH3:29])([C:23]1[CH:28]=[CH:27][CH:26]=[CH:25][CH:24]=1)[CH3:22])[N:12]([CH3:20])[C:13](=[O:19])[O:14][C:15]([CH3:16])([CH3:17])[CH3:18])[C:2]1[CH:7]=[CH:6][CH:5]=[CH:4][CH:3]=1. (5) Given the reactants [Cl:1][C:2]1[CH:3]=[CH:4][C:5]([C:37]#[N:38])=[C:6]([C:8]2[C:13]([O:14][CH:15]([F:17])[F:16])=[CH:12][N:11]([CH:18]([CH3:35])[C:19]([NH:21][C:22]3[CH:34]=[CH:33][C:25]([C:26]([O:28]C(C)(C)C)=[O:27])=[CH:24][CH:23]=3)=[O:20])[C:10](=[O:36])[CH:9]=2)[CH:7]=1.C(O)(C(F)(F)F)=O, predict the reaction product. The product is: [Cl:1][C:2]1[CH:3]=[CH:4][C:5]([C:37]#[N:38])=[C:6]([C:8]2[C:13]([O:14][CH:15]([F:17])[F:16])=[CH:12][N:11]([CH:18]([CH3:35])[C:19]([NH:21][C:22]3[CH:23]=[CH:24][C:25]([C:26]([OH:28])=[O:27])=[CH:33][CH:34]=3)=[O:20])[C:10](=[O:36])[CH:9]=2)[CH:7]=1. (6) Given the reactants [N:1]1[C:10]2[CH:9]=[CH:8][N:7]=[C:6](O)[C:5]=2[CH:4]=[CH:3][CH:2]=1.P(Cl)(Cl)([Cl:14])=O, predict the reaction product. The product is: [Cl:14][C:6]1[N:7]=[CH:8][CH:9]=[C:10]2[C:5]=1[CH:4]=[CH:3][CH:2]=[N:1]2. (7) Given the reactants CC1(C)[O:6][C:5](=[CH:7][C:8]([N:10]([CH2:13][C:14]2[CH:19]=[CH:18][CH:17]=[CH:16][C:15]=2[O:20][CH:21]([CH3:23])[CH3:22])[O:11][CH3:12])=[O:9])[C:4](=O)[O:3]1.[CH3:26][S:27]([NH2:30])(=[O:29])=[O:28], predict the reaction product. The product is: [CH:21]([O:20][C:15]1[CH:16]=[CH:17][CH:18]=[CH:19][C:14]=1[CH2:13][N:10]([O:11][CH3:12])[C:8](=[O:9])[CH:7]=[C:5]([OH:6])[C:4]([NH:30][S:27]([CH3:26])(=[O:29])=[O:28])=[O:3])([CH3:23])[CH3:22].